The task is: Predict the product of the given reaction.. This data is from Forward reaction prediction with 1.9M reactions from USPTO patents (1976-2016). (1) The product is: [CH3:1][O:2][C:3]1[CH:11]=[C:10]2[C:6]([CH:7]=[N:8][NH:9]2)=[CH:5][C:4]=1[NH:12][C:13]1[C:14]2[C:21]3[CH2:22][CH2:23][C:24]([CH3:31])([C:26]([OH:28])=[O:27])[CH2:25][C:20]=3[S:19][C:15]=2[N:16]=[CH:17][N:18]=1. Given the reactants [CH3:1][O:2][C:3]1[CH:11]=[C:10]2[C:6]([CH:7]=[N:8][NH:9]2)=[CH:5][C:4]=1[NH:12][C:13]1[C:14]2[C:21]3[CH2:22][CH2:23][C@:24]([CH3:31])([C:26]([O:28]CC)=[O:27])[CH2:25][C:20]=3[S:19][C:15]=2[N:16]=[CH:17][N:18]=1.O1CCCC1.[OH-].[Li+].Cl, predict the reaction product. (2) Given the reactants [F:1][C:2]([F:13])([F:12])[C:3]1[CH:11]=[CH:10][CH:9]=[CH:8][C:4]=1[C:5]([OH:7])=O.[CH:14]1([CH2:18][NH:19][C:20]([C:22]2[N:23]=[N:24][C:25]([N:28]3[CH2:33][CH2:32][NH:31][CH2:30][CH2:29]3)=[CH:26][CH:27]=2)=[O:21])[CH2:17][CH2:16][CH2:15]1, predict the reaction product. The product is: [CH:14]1([CH2:18][NH:19][C:20]([C:22]2[N:23]=[N:24][C:25]([N:28]3[CH2:33][CH2:32][N:31]([C:5](=[O:7])[C:4]4[CH:8]=[CH:9][CH:10]=[CH:11][C:3]=4[C:2]([F:1])([F:13])[F:12])[CH2:30][CH2:29]3)=[CH:26][CH:27]=2)=[O:21])[CH2:17][CH2:16][CH2:15]1. (3) Given the reactants [CH:1]1([C:4]2[C:11](B3OC(C)(C)C(C)(C)O3)=[CH:10][C:7]([C:8]#[N:9])=[C:6]([N:21]3[CH2:26][CH2:25][N:24]([C:27](=[O:31])[CH2:28][CH2:29][OH:30])[C@H:23]([CH:32]4[CH2:34][CH2:33]4)[CH2:22]3)[N:5]=2)[CH2:3][CH2:2]1.Cl[C:36]1[CH:37]=[C:38]([CH:42]=[CH2:43])[N:39]=[N:40][CH:41]=1.[F-].[Cs+], predict the reaction product. The product is: [CH:1]1([C:4]2[C:11]([C:36]3[CH:37]=[C:38]([CH:42]=[CH2:43])[N:39]=[N:40][CH:41]=3)=[CH:10][C:7]([C:8]#[N:9])=[C:6]([N:21]3[CH2:26][CH2:25][N:24]([C:27](=[O:31])[CH2:28][CH2:29][OH:30])[C@H:23]([CH:32]4[CH2:34][CH2:33]4)[CH2:22]3)[N:5]=2)[CH2:2][CH2:3]1.